Task: Predict the reactants needed to synthesize the given product.. Dataset: Full USPTO retrosynthesis dataset with 1.9M reactions from patents (1976-2016) (1) Given the product [Cl:1][C:2]1[CH:3]=[CH:4][C:5]([C:8]([C:17]2[CH:22]=[C:21]([C:23]([F:26])([F:24])[F:25])[CH:20]=[C:19]([F:27])[CH:18]=2)([N:16]=[C:33]=[S:34])[CH2:9][C:10]2[CH:11]=[CH:12][CH:13]=[CH:14][CH:15]=2)=[N:6][CH:7]=1, predict the reactants needed to synthesize it. The reactants are: [Cl:1][C:2]1[CH:3]=[CH:4][C:5]([C:8]([C:17]2[CH:22]=[C:21]([C:23]([F:26])([F:25])[F:24])[CH:20]=[C:19]([F:27])[CH:18]=2)([NH2:16])[CH2:9][C:10]2[CH:15]=[CH:14][CH:13]=[CH:12][CH:11]=2)=[N:6][CH:7]=1.C([O-])(O)=O.[Na+].[C:33](Cl)(Cl)=[S:34]. (2) Given the product [CH3:40][O:39][C:36]1[CH:37]=[CH:38][C:22]([C:20](=[O:21])[C:19]2[CH:18]=[CH:17][C:16]([O:15][CH2:2][C:3]3[N:4]=[C:5]([C:9]4[CH:14]=[CH:13][CH:12]=[CH:11][CH:10]=4)[S:6][C:7]=3[CH3:8])=[CH:42][CH:41]=2)=[C:23]([CH:35]=1)[O:24][C:25]([CH3:34])([CH3:33])[C:26]([OH:28])=[O:27], predict the reactants needed to synthesize it. The reactants are: Cl[CH2:2][C:3]1[N:4]=[C:5]([C:9]2[CH:14]=[CH:13][CH:12]=[CH:11][CH:10]=2)[S:6][C:7]=1[CH3:8].[OH:15][C:16]1[CH:42]=[CH:41][C:19]([C:20]([C:22]2[CH:38]=[CH:37][C:36]([O:39][CH3:40])=[CH:35][C:23]=2[O:24][C:25]([CH3:34])([CH3:33])[C:26]([O:28]C(C)(C)C)=[O:27])=[O:21])=[CH:18][CH:17]=1.C(=O)([O-])[O-].[K+].[K+].CN(C)C=O. (3) Given the product [CH3:37][C:32]1[C:31]([NH:28][C:29]([NH:1][C:2]2[CH:7]=[CH:6][C:5]([C:8](=[O:26])[CH2:9][N:10]3[C:14](=[O:15])[C:13]([C:19]4[CH:24]=[CH:23][CH:22]=[CH:21][CH:20]=4)([CH2:16][CH2:17][CH3:18])[N:12]=[C:11]3[CH3:25])=[C:4]([F:27])[CH:3]=2)=[O:30])=[C:35]([CH3:36])[O:34][N:33]=1, predict the reactants needed to synthesize it. The reactants are: [NH2:1][C:2]1[CH:7]=[CH:6][C:5]([C:8](=[O:26])[CH2:9][N:10]2[C:14](=[O:15])[C:13]([C:19]3[CH:24]=[CH:23][CH:22]=[CH:21][CH:20]=3)([CH2:16][CH2:17][CH3:18])[N:12]=[C:11]2[CH3:25])=[C:4]([F:27])[CH:3]=1.[N:28]([C:31]1[C:32]([CH3:37])=[N:33][O:34][C:35]=1[CH3:36])=[C:29]=[O:30]. (4) The reactants are: [Cl:1][C:2]1[C:7]([NH:8][C:9]2[N:14]=[C:13]([N:15]([CH:25]3[CH2:27][CH2:26]3)CC3C=CC(OC)=CC=3)[C:12]3=[N:28][CH:29]=[C:30]([C:31]#[N:32])[N:11]3[N:10]=2)=[CH:6][C:5]([C:33]#[N:34])=[CH:4][C:3]=1[N:35]1[CH2:40][CH2:39][CH:38]([NH:41]C(=O)OC(C)(C)C)[CH2:37][CH2:36]1.C1(OC)C=CC=CC=1.FC(F)(F)C(O)=O. Given the product [NH2:41][CH:38]1[CH2:37][CH2:36][N:35]([C:3]2[C:2]([Cl:1])=[C:7]([NH:8][C:9]3[N:14]=[C:13]([NH:15][CH:25]4[CH2:27][CH2:26]4)[C:12]4=[N:28][CH:29]=[C:30]([C:31]#[N:32])[N:11]4[N:10]=3)[CH:6]=[C:5]([C:33]#[N:34])[CH:4]=2)[CH2:40][CH2:39]1, predict the reactants needed to synthesize it. (5) Given the product [CH2:1]([N:8]([CH2:21][C:22]1[CH:23]=[CH:24][C:25]([O:26][C:27]2[CH:28]=[CH:29][C:30]([CH2:33][CH2:34][CH2:35][C:36]([NH:41][C@H:42]([C:50]([OH:52])=[O:51])[CH2:43][C:44]3[CH:45]=[CH:46][CH:47]=[CH:48][CH:49]=3)=[O:37])=[CH:31][CH:32]=2)=[CH:39][CH:40]=1)[C:9]1[CH:14]=[CH:13][CH:12]=[C:11]([NH:15][S:16]([CH3:19])(=[O:17])=[O:18])[C:10]=1[CH3:20])[C:2]1[CH:3]=[CH:4][CH:5]=[CH:6][CH:7]=1, predict the reactants needed to synthesize it. The reactants are: [CH2:1]([N:8]([CH2:21][C:22]1[CH:40]=[CH:39][C:25]([O:26][C:27]2[CH:32]=[CH:31][C:30]([CH2:33][CH2:34][CH2:35][C:36](O)=[O:37])=[CH:29][CH:28]=2)=[CH:24][CH:23]=1)[C:9]1[CH:14]=[CH:13][CH:12]=[C:11]([NH:15][S:16]([CH3:19])(=[O:18])=[O:17])[C:10]=1[CH3:20])[C:2]1[CH:7]=[CH:6][CH:5]=[CH:4][CH:3]=1.[NH2:41][C@H:42]([C:50]([O:52]C(C)(C)C)=[O:51])[CH2:43][C:44]1[CH:49]=[CH:48][CH:47]=[CH:46][CH:45]=1.Cl.